This data is from Full USPTO retrosynthesis dataset with 1.9M reactions from patents (1976-2016). The task is: Predict the reactants needed to synthesize the given product. (1) Given the product [CH3:1][O:2][C:3](=[O:11])[C:4]1[CH:9]=[CH:8][C:7](/[N:10]=[CH:15]/[C:14]2[CH:17]=[CH:18][C:19]([F:21])=[CH:20][C:13]=2[F:12])=[CH:6][CH:5]=1, predict the reactants needed to synthesize it. The reactants are: [CH3:1][O:2][C:3](=[O:11])[C:4]1[CH:9]=[CH:8][C:7]([NH2:10])=[CH:6][CH:5]=1.[F:12][C:13]1[CH:20]=[C:19]([F:21])[CH:18]=[CH:17][C:14]=1[CH:15]=O. (2) Given the product [N:2]1[C:9]2[C:10]3[CH:21]=[CH:20][CH:19]=[CH:18][C:11]=3[CH2:12][CH2:13][C:14]=2[CH:15]=[CH:16][CH:7]=1, predict the reactants needed to synthesize it. The reactants are: Cl.[NH2:2]O.C(O[CH:7]1[CH:16](C)[CH2:15][C:14]2[CH2:13][CH2:12][C:11]3[CH:18]=[CH:19][CH:20]=[CH:21][C:10]=3[C:9]=2O1)C.